The task is: Predict the product of the given reaction.. This data is from Forward reaction prediction with 1.9M reactions from USPTO patents (1976-2016). Given the reactants [Br:1][C:2]1[C:10]2[O:9][CH:8]([CH3:11])[CH2:7][C:6]=2[C:5]([Cl:12])=[C:4]([C:13]#N)[CH:3]=1.[OH-:15].[Na+].[OH2:17], predict the reaction product. The product is: [Br:1][C:2]1[C:10]2[O:9][CH:8]([CH3:11])[CH2:7][C:6]=2[C:5]([Cl:12])=[C:4]([C:13]([OH:17])=[O:15])[CH:3]=1.